This data is from Merck oncology drug combination screen with 23,052 pairs across 39 cell lines. The task is: Regression. Given two drug SMILES strings and cell line genomic features, predict the synergy score measuring deviation from expected non-interaction effect. (1) Drug 1: O=C(CCCCCCC(=O)Nc1ccccc1)NO. Drug 2: Cn1cc(-c2cnn3c(N)c(Br)c(C4CCCNC4)nc23)cn1. Cell line: EFM192B. Synergy scores: synergy=8.29. (2) Drug 1: NC(=O)c1cccc2cn(-c3ccc(C4CCCNC4)cc3)nc12. Drug 2: CCC1(O)C(=O)OCc2c1cc1n(c2=O)Cc2cc3c(CN(C)C)c(O)ccc3nc2-1. Cell line: HT29. Synergy scores: synergy=1.01. (3) Drug 1: O=S1(=O)NC2(CN1CC(F)(F)F)C1CCC2Cc2cc(C=CCN3CCC(C(F)(F)F)CC3)ccc2C1. Drug 2: COC1=C2CC(C)CC(OC)C(O)C(C)C=C(C)C(OC(N)=O)C(OC)C=CC=C(C)C(=O)NC(=CC1=O)C2=O. Cell line: RPMI7951. Synergy scores: synergy=-13.6. (4) Drug 1: N#Cc1ccc(Cn2cncc2CN2CCN(c3cccc(Cl)c3)C(=O)C2)cc1. Drug 2: CCc1cnn2c(NCc3ccc[n+]([O-])c3)cc(N3CCCCC3CCO)nc12. Cell line: UWB1289BRCA1. Synergy scores: synergy=8.12.